This data is from Reaction yield outcomes from USPTO patents with 853,638 reactions. The task is: Predict the reaction yield, written as a fraction of the theoretical maximum amount of product (1.0 means a 100% yield; for example, 0.34 means a 34% yield). (1) The reactants are Cl[C:2]([O:4][CH2:5][CH3:6])=[O:3].N1C=CC=CC=1.[CH:13]([O:16][C:17]([N:19]1[C:28]2[C:23](=[N:24][C:25]([O:29][CH3:30])=[CH:26][CH:27]=2)[C@H:22]([NH:31][CH2:32][C:33]2[CH:38]=[C:37]([C:39]([F:42])([F:41])[F:40])[CH:36]=[C:35]([C:43]([F:46])([F:45])[F:44])[CH:34]=2)[CH2:21][C@@H:20]1[CH3:47])=[O:18])([CH3:15])[CH3:14]. The catalyst is ClCCl. The product is [CH:13]([O:16][C:17]([N:19]1[C:28]2[C:23](=[N:24][C:25]([O:29][CH3:30])=[CH:26][CH:27]=2)[C@H:22]([N:31]([CH2:32][C:33]2[CH:38]=[C:37]([C:39]([F:40])([F:41])[F:42])[CH:36]=[C:35]([C:43]([F:46])([F:45])[F:44])[CH:34]=2)[C:2]([O:4][CH2:5][CH3:6])=[O:3])[CH2:21][C@@H:20]1[CH3:47])=[O:18])([CH3:15])[CH3:14]. The yield is 0.920. (2) The reactants are C[Si]([N-][Si](C)(C)C)(C)C.[Na+].[Cl:11][C:12]1[CH:17]=[CH:16][C:15]([CH2:18][CH2:19][C:20]([N:22]2[C@H:26]([CH3:27])[C@H:25]([C:28]3[CH:33]=[CH:32][CH:31]=[CH:30][CH:29]=3)[O:24][C:23]2=[O:34])=[O:21])=[CH:14][CH:13]=1.[C:35]([O:39][C:40](=[O:43])[CH2:41]Br)([CH3:38])([CH3:37])[CH3:36]. The catalyst is C1COCC1. The product is [C:35]([O:39][C:40](=[O:43])[CH2:41][C@H:19]([CH2:18][C:15]1[CH:14]=[CH:13][C:12]([Cl:11])=[CH:17][CH:16]=1)[C:20]([N:22]1[C@H:26]([CH3:27])[C@H:25]([C:28]2[CH:29]=[CH:30][CH:31]=[CH:32][CH:33]=2)[O:24][C:23]1=[O:34])=[O:21])([CH3:38])([CH3:37])[CH3:36]. The yield is 0.800.